Dataset: CYP3A4 inhibition data for predicting drug metabolism from PubChem BioAssay. Task: Regression/Classification. Given a drug SMILES string, predict its absorption, distribution, metabolism, or excretion properties. Task type varies by dataset: regression for continuous measurements (e.g., permeability, clearance, half-life) or binary classification for categorical outcomes (e.g., BBB penetration, CYP inhibition). Dataset: cyp3a4_veith. The molecule is CC(=O)/C(=N\N=C(N)N)c1ccccc1.O=S(=O)(O)O. The result is 0 (non-inhibitor).